Dataset: Forward reaction prediction with 1.9M reactions from USPTO patents (1976-2016). Task: Predict the product of the given reaction. (1) Given the reactants C(=O)([O-])[O-].[Cs+].[Cs+].[OH:7][C:8]1[CH:9]=[C:10]([CH:20]=[C:21]([O:23][C@H:24]2[CH2:28][CH2:27][O:26][CH2:25]2)[CH:22]=1)[C:11]([NH:13][C:14]1[CH:18]=[CH:17][N:16]([CH3:19])[N:15]=1)=[O:12].[N:29]1([C:33]([C:35]2[S:39][C:38](Br)=[N:37][C:36]=2[CH3:41])=[O:34])[CH2:32][CH2:31][CH2:30]1, predict the reaction product. The product is: [N:29]1([C:33]([C:35]2[S:39][C:38]([O:7][C:8]3[CH:9]=[C:10]([CH:20]=[C:21]([O:23][C@H:24]4[CH2:28][CH2:27][O:26][CH2:25]4)[CH:22]=3)[C:11]([NH:13][C:14]3[CH:18]=[CH:17][N:16]([CH3:19])[N:15]=3)=[O:12])=[N:37][C:36]=2[CH3:41])=[O:34])[CH2:30][CH2:31][CH2:32]1. (2) Given the reactants [C-:1]#[N:2].[K+].[F:4][C:5]([F:18])([C:14]([F:17])([F:16])[F:15])[C:6](=[O:13])[CH2:7][C:8]([O:10][CH2:11][CH3:12])=[O:9].S(=O)(=O)(O)O, predict the reaction product. The product is: [C:1]([C:6]([OH:13])([C:5]([F:18])([F:4])[C:14]([F:15])([F:16])[F:17])[CH2:7][C:8]([O:10][CH2:11][CH3:12])=[O:9])#[N:2]. (3) Given the reactants [C:1]([O:5][C:6](=[O:27])[NH:7][C:8]1[S:9][C@:10]2([CH2:25][OH:26])[C@H:12]([C@:13]([C:17]3[CH:22]=[C:21]([Br:23])[CH:20]=[CH:19][C:18]=3[F:24])([CH2:15][F:16])[N:14]=1)[CH2:11]2)([CH3:4])([CH3:3])[CH3:2].I[CH:29]([CH3:31])[CH3:30], predict the reaction product. The product is: [C:1]([O:5][C:6](=[O:27])[NH:7][C:8]1[S:9][C@:10]2([CH2:25][O:26][CH:29]([CH3:31])[CH3:30])[C@H:12]([C@:13]([C:17]3[CH:22]=[C:21]([Br:23])[CH:20]=[CH:19][C:18]=3[F:24])([CH2:15][F:16])[N:14]=1)[CH2:11]2)([CH3:4])([CH3:2])[CH3:3]. (4) The product is: [C:1]([O:5][C:6]([C:8]1[C:12]([CH3:13])=[C:11]([C:14](=[O:24])[NH:15][CH2:16][CH2:17][CH2:18][CH2:19][CH2:20][CH2:21][CH2:22][CH3:23])[S:10][C:9]=1[NH:25][C:26]([NH:28][CH2:29][CH2:30][CH2:31][CH2:32][CH2:33][CH2:34][CH2:35][CH2:36][CH2:37][CH2:38][CH2:39][CH3:40])=[O:27])=[O:7])([CH3:4])([CH3:3])[CH3:2]. Given the reactants [C:1]([O:5][C:6]([C:8]1[C:12]([CH3:13])=[C:11]([C:14](=[O:24])[NH:15][CH2:16][CH2:17][CH2:18][CH2:19][CH2:20][CH2:21][CH2:22][CH3:23])[S:10][C:9]=1[NH:25][C:26]([NH:28][CH2:29][CH2:30][CH2:31][CH2:32][CH2:33][CH2:34][CH2:35][CH3:36])=[O:27])=[O:7])([CH3:4])([CH3:3])[CH3:2].[CH2:37](N)[CH2:38][CH2:39][CH2:40][CH2:37][CH2:38][CH2:39][CH3:40], predict the reaction product. (5) Given the reactants [NH2:1][C:2]1[CH:7]=[CH:6][C:5](Br)=[CH:4][N:3]=1.C([O-])([O-])=O.[Na+].[Na+].[Cl:15][C:16]1[CH:21]=[CH:20][CH:19]=[CH:18][C:17]=1B(O)O, predict the reaction product. The product is: [Cl:15][C:16]1[CH:21]=[CH:20][CH:19]=[CH:18][C:17]=1[C:5]1[CH:6]=[CH:7][C:2]([NH2:1])=[N:3][CH:4]=1. (6) Given the reactants [NH2:1][C:2]1[CH:7]=[CH:6][C:5]([N+:8]([O-:10])=[O:9])=[CH:4][N:3]=1.C[Si]([N-][Si](C)(C)C)(C)C.[Na+].[CH3:21][C:22]([O:25][C:26](O[C:26]([O:25][C:22]([CH3:24])([CH3:23])[CH3:21])=[O:27])=[O:27])([CH3:24])[CH3:23], predict the reaction product. The product is: [C:22]([O:25][C:26]([NH:1][C:2]1[CH:7]=[CH:6][C:5]([N+:8]([O-:10])=[O:9])=[CH:4][N:3]=1)=[O:27])([CH3:24])([CH3:23])[CH3:21].